This data is from Experimentally validated miRNA-target interactions with 360,000+ pairs, plus equal number of negative samples. The task is: Binary Classification. Given a miRNA mature sequence and a target amino acid sequence, predict their likelihood of interaction. (1) The miRNA is hsa-miR-513a-3p with sequence UAAAUUUCACCUUUCUGAGAAGG. The protein sequence of the target gene is MTMRSLLRTPFLCGLLWAFCAPGARAEEPAASFSQPGSMGLDKNTVHDQEHIMEHLEGVINKPEAEMSPQELQLHYFKMHDYDGNNLLDGLELSTAITHVHKEEGSEQAPLMSEDELINIIDGVLRDDDKNNDGYIDYAEFAKSLQ. Result: 1 (interaction). (2) The miRNA is hsa-miR-151a-5p with sequence UCGAGGAGCUCACAGUCUAGU. The protein sequence of the target gene is MVLSVPVIALGATLGTATSILALCGVTCLCRHMHPKKGLLPRDREPDPEKARPGVLQAAQQFNIKKSTEPVQPRPLLKFPDIYGPRPAVTAPEVINYADYTLETTEESAAPASPQAQSDSRLKRQVTEELSIRPQNGVVEDVCVMETWNPEKAASWNQAPKLHFRLDYDQKKAELFVTSLEAVTSDHEGGCDCYIQGSVAVKTGSVEAQTALKKRQLHTTWEEGLALPLGEEELPTATLTLTLRTCDRFSRHSVIGELRLGLDGASVPLGAAQWGELKTTAKEPSAGAGEVLLSISYLPA.... Result: 0 (no interaction). (3) The miRNA is hsa-miR-130b-3p with sequence CAGUGCAAUGAUGAAAGGGCAU. The protein sequence of the target gene is MGPLRESKKEHRVQHHDKEISRSRIPRLILRPHMPQQQHKVSPASESPFSEEESREFNPSSSGRSARTVSSNSFCSDDTGCPSSQSVSPVKTPSDAGNSPIGFCPGSDEGFTRKKCTIGMVGEGSIQSSRYKKESKSGLVKPGSEADFSSSSSTGSISAPEVHMSTAGSKRSSSSRNRGPHGRSNGASSHKPGSSPSSPREKDLLSMLCRNQLSPVNIHPSYAPSSPSSSNSGSYKGSDCSPIMRRSGRYMSCGENHGVRPPNPEQYLTPLQQKEVTVRHLKTKLKESERRLHERESEIV.... Result: 1 (interaction). (4) The miRNA is hsa-miR-652-5p with sequence CAACCCUAGGAGAGGGUGCCAUUCA. The protein sequence of the target gene is MDSKKKSSTEAEGSKERGLVHVWQAGSFSLTPERLPGWGGKTVLQAALGVRHGVLLTEDGEVYSFGTLPWKSESAEICPSSPLLESALVGHHVITVATGSFHSGAVTESGVVYMWGENAAGQCAVANQQYVPEPSPVSISDSETSPSLAVRILQLACGEEHTLALSLSREIWAWGTGCQLGLITTTFPVTKPQKVEHLAGRVVLQVACGAFHSLALVQCLPPQDLKPVPERCNQCSQLLITMTDKEDHVIISDSHCCPLGVTLSESQAEKHASPAPSPHPEALDEQGEVFENTVVEAELN.... Result: 0 (no interaction). (5) The miRNA is hsa-miR-517-5p with sequence CCUCUAGAUGGAAGCACUGUCU. The protein sequence of the target gene is MLAWRVARGAWGPLRVALRPPGARLGRGGSRRALLPPAACCLGCLAERWRLRPAAFALRLPGAGPRTHCSGAGKAAPEPAAGGGGAAAQAPSARWVPASAASSYENPWTIPNLLSMTRIGLAPVLGYLILEEDFNVALGVFALAGLTDLLDGFIARNWANQKSALGSALDPLADKVLISILYISLTYADLIPVPLTYMIISRDVMLIAAVFYVRYRTLPTPRTLAKYFNPCYATARLKPTFISKVNTAVQLILVAASLAAPVFNYADSIYLQILWCCTAFTTAASAYSYYHYGRKTVQVI.... Result: 0 (no interaction). (6) The miRNA is hsa-miR-2682-3p with sequence CGCCUCUUCAGCGCUGUCUUCC. The protein sequence of the target gene is MPLPEPSEQEGESVKAGQEPSPKPGTDVIPAAPRKPREFSKLVLLTASDQDEDGVGSKPQEVHCVLSLEMAGPATLASTLQILPVEEQGGVVQPALEMPEQKCSKLDAAAPQSLEFLRTPFGGRLLVLESFLYKQEKAVGDKVYWKCRQHAELGCRGRAITRGLRATVMRGHCHAPDEQGLEARRQREKLPSLALPEGLGEPQGPEGPGGRVEEPLEGVGPWQCPEEPEPTPGLVLSKPALEEEEAPRALSLLSLPPKKRSILGLGQARPLEFLRTCYGGSFLVHESFLYKREKAVGDKV.... Result: 1 (interaction). (7) The miRNA is hsa-miR-6876-3p with sequence AGCUGUCUGUGUUUUCCUUCUCAG. The protein sequence of the target gene is MTPASASGEDSGSFYSWQKAKREQGLVTFEDVAVDFTQEEWQYLNPPQRTLYRDVMLETYSNLVFVGQQVTKPNLILKLEVEECPAEGKIPFWNFPEVCQVDEQIERQHQDDQDKCLLMQVGFSDKKTIITKSARDCHEFGNILHLSTNLVASIQRPDKHESFGNNMVDNLDLFSRSSAENKYDNGCAKLFFHTEYEKTNPGMKPYGYKECGKGLRRKKGLSLHQRIKNGEKPFECTACRKTFSKKSHLIVHWRTHTGEKPFGCTECGKAFSQKSQLIIHLRTHTGERPFECPECGKAFR.... Result: 1 (interaction).